From a dataset of Forward reaction prediction with 1.9M reactions from USPTO patents (1976-2016). Predict the product of the given reaction. (1) Given the reactants Br[C:2]1[N:3]=[C:4]2[N:11]([CH2:12][CH3:13])[CH2:10][C:9](=[O:14])[NH:8][C:5]2=[N:6][CH:7]=1.BrCC([NH:19][C:20]1[C:25](Br)=NC(Br)=[CH:22][N:21]=1)=O.C(N([CH:34]([CH3:36])[CH3:35])CC)(C)C.[ClH:37].[CH2:38](N)[CH3:39].C(#[N:43])C, predict the reaction product. The product is: [ClH:37].[N:43]1[N:19]=[C:20]([C:25]2[CH:35]=[CH:34][C:36]([C:2]3[N:3]=[C:4]4[N:11]([CH2:12][CH3:13])[CH2:10][C:9](=[O:14])[NH:8][C:5]4=[N:6][CH:7]=3)=[CH:39][CH:38]=2)[NH:21][CH:22]=1. (2) The product is: [O:36]=[C:8]1[C:9]2[C:14](=[CH:13][CH:12]=[C:11]([C:16]3[CH:21]=[CH:20][C:19]([NH:22][C:23]([NH:25][C:26]4[CH:31]=[CH:30][CH:29]=[C:28]([C:32]([F:34])([F:33])[F:35])[CH:27]=4)=[O:24])=[CH:18][CH:17]=3)[CH:10]=2)[CH2:15][N:7]1[C@@H:3]([CH3:2])[C:4]([OH:6])=[O:5]. Given the reactants C[CH:2](C)[C@@H:3]([N:7]1[CH2:15][C:14]2[C:9](=[CH:10][C:11]([C:16]3[CH:21]=[CH:20][C:19]([NH:22][C:23]([NH:25][C:26]4[CH:31]=[CH:30][CH:29]=[C:28]([C:32]([F:35])([F:34])[F:33])[CH:27]=4)=[O:24])=[CH:18][CH:17]=3)=[CH:12][CH:13]=2)[C:8]1=[O:36])[C:4]([OH:6])=[O:5].O=C1C2C(=CC=C(C3C=CC(NC(NC4C=CC=C(C(F)(F)F)C=4)=O)=CC=3)C=2)CN1[C@@H](C)C(OC)=O, predict the reaction product. (3) Given the reactants I[C:2]1[CH:3]=[C:4]2[C:9](=[CH:10][CH:11]=1)[N:8]([CH:12]1[CH2:15][N:14]([CH3:16])[CH2:13]1)[CH:7]=[C:6]([C:17]([O:19][CH2:20][CH3:21])=[O:18])[C:5]2=[O:22].[CH2:23]([NH:26][C:27](=[O:47])[NH:28][C:29]1[N:34]=[CH:33][C:32](B(O)O)=[C:31]([C:38]2[S:39][CH:40]=[C:41]([C:43]([F:46])([F:45])[F:44])[N:42]=2)[CH:30]=1)[CH2:24][CH3:25].C(=O)(O)[O-].[Na+], predict the reaction product. The product is: [CH3:16][N:14]1[CH2:15][CH:12]([N:8]2[C:9]3[C:4](=[CH:3][C:2]([C:32]4[CH:33]=[N:34][C:29]([NH:28][C:27]([NH:26][CH2:23][CH2:24][CH3:25])=[O:47])=[CH:30][C:31]=4[C:38]4[S:39][CH:40]=[C:41]([C:43]([F:46])([F:44])[F:45])[N:42]=4)=[CH:11][CH:10]=3)[C:5](=[O:22])[C:6]([C:17]([O:19][CH2:20][CH3:21])=[O:18])=[CH:7]2)[CH2:13]1. (4) Given the reactants Br[CH2:2][C:3]1[C:11]2[O:10][C:9]([C:12]3[CH:17]=[CH:16][C:15]([OH:18])=[CH:14][CH:13]=3)=[N:8][C:7]=2[CH:6]=[C:5]([OH:19])[CH:4]=1.C1OCCOCCOCCOCCOCCOC1.[C-:38]#[N:39].[K+].O, predict the reaction product. The product is: [OH:19][C:5]1[CH:4]=[C:3]([CH2:2][C:38]#[N:39])[C:11]2[O:10][C:9]([C:12]3[CH:17]=[CH:16][C:15]([OH:18])=[CH:14][CH:13]=3)=[N:8][C:7]=2[CH:6]=1. (5) The product is: [NH2:20][C:13]1[C:14]([O:18][CH3:19])=[CH:15][CH:16]=[CH:17][C:12]=1[C:10]([C:7]1[CH:6]=[CH:5][C:4]([CH:1]([CH3:3])[CH3:2])=[CH:9][CH:8]=1)=[O:11]. Given the reactants [CH:1]([C:4]1[CH:9]=[CH:8][C:7]([C:10]([C:12]2[CH:17]=[CH:16][CH:15]=[C:14]([O:18][CH3:19])[C:13]=2[N+:20]([O-])=O)=[O:11])=[CH:6][CH:5]=1)([CH3:3])[CH3:2], predict the reaction product.